This data is from Full USPTO retrosynthesis dataset with 1.9M reactions from patents (1976-2016). The task is: Predict the reactants needed to synthesize the given product. Given the product [CH3:2][N:3]1[CH:7]=[CH:6][C:5]([NH:8][C:9]([C:11]2[C:16]([NH:17][C:23]3[CH:22]=[N:21][CH:20]=[C:19]([F:18])[CH:24]=3)=[N:15][CH:14]=[CH:13][N:12]=2)=[O:10])=[N:4]1, predict the reactants needed to synthesize it. The reactants are: Cl.[CH3:2][N:3]1[CH:7]=[CH:6][C:5]([NH:8][C:9]([C:11]2[C:16]([NH2:17])=[N:15][CH:14]=[CH:13][N:12]=2)=[O:10])=[N:4]1.[F:18][C:19]1[CH:20]=[N:21][CH:22]=[C:23](F)[CH:24]=1.C(=O)([O-])[O-].[Cs+].[Cs+].